From a dataset of Reaction yield outcomes from USPTO patents with 853,638 reactions. Predict the reaction yield, written as a fraction of the theoretical maximum amount of product (1.0 means a 100% yield; for example, 0.34 means a 34% yield). (1) The reactants are Cl[C:2]1[N:7]=[C:6]([Cl:8])[N:5]=[C:4]([O:9][CH2:10][C@H:11]2[CH2:13][C@H:12]2[C:14]#[N:15])[N:3]=1.[NH2:16][C:17]1[C:18]([C:29]([NH2:31])=[O:30])=[N:19][C:20]([CH:23]2[CH2:28][CH2:27][NH:26][CH2:25][CH2:24]2)=[CH:21][CH:22]=1.CCN(C(C)C)C(C)C.CCOC(C)=O. The catalyst is C1COCC1.CO. The product is [NH2:16][C:17]1[C:18]([C:29]([NH2:31])=[O:30])=[N:19][C:20]([CH:23]2[CH2:28][CH2:27][N:26]([C:2]3[N:7]=[C:6]([Cl:8])[N:5]=[C:4]([O:9][CH2:10][C@H:11]4[CH2:13][C@H:12]4[C:14]#[N:15])[N:3]=3)[CH2:25][CH2:24]2)=[CH:21][CH:22]=1. The yield is 0.910. (2) The reactants are [CH:1]1([CH:7]([C:9]2[CH:13]=[C:12]([C:14]3[CH:15]=[N:16][C:17]([O:20][CH3:21])=[CH:18][CH:19]=3)[O:11][C:10]=2[CH2:22][O:23][CH3:24])O)[CH2:6][CH2:5][CH2:4][CH2:3][CH2:2]1.S(Cl)([Cl:27])=O.N1C=CC=CC=1.O. The catalyst is C1(C)C=CC=CC=1. The product is [Cl:27][CH:7]([CH:1]1[CH2:6][CH2:5][CH2:4][CH2:3][CH2:2]1)[C:9]1[CH:13]=[C:12]([C:14]2[CH:19]=[CH:18][C:17]([O:20][CH3:21])=[N:16][CH:15]=2)[O:11][C:10]=1[CH2:22][O:23][CH3:24]. The yield is 1.00. (3) The reactants are C([C@@H]1COC(=O)N1[C@:14]([CH2:47][C:48]([O:50][CH3:51])=[O:49])([CH2:18][C:19]1[CH:24]=[CH:23][C:22]([O:25][CH3:26])=[CH:21][C:20]=1[CH2:27][N:28]([C:40]([O:42]C(C)(C)C)=O)[CH2:29][C:30]1[CH:35]=[CH:34][C:33]([C:36]([F:39])([F:38])[F:37])=[CH:32][CH:31]=1)C(N)=O)C1C=CC=CC=1.OO.O[Li].O.S([O-])([O-])=O.[Na+].[Na+].Cl.C(N(CC)CC)C.C([O-])(O)=O.[Na+].C1(P(N=[N+]=[N-])(C2C=CC=CC=2)=O)C=CC=CC=1. The catalyst is C1COCC1.O. The product is [CH3:26][O:25][C:22]1[CH:23]=[CH:24][C:19]2[CH2:18][C@@H:14]([CH2:47][C:48]([O:50][CH3:51])=[O:49])[C:40](=[O:42])[N:28]([CH2:29][C:30]3[CH:31]=[CH:32][C:33]([C:36]([F:37])([F:38])[F:39])=[CH:34][CH:35]=3)[CH2:27][C:20]=2[CH:21]=1. The yield is 0.740. (4) The reactants are [O:1]1[C:5]2([CH2:10][CH2:9][CH:8]([NH:11][C:12]3[NH:16][N:15]=[CH:14][CH:13]=3)[CH2:7][CH2:6]2)[O:4][CH2:3][CH2:2]1.N12CCCN=C1CCCCC2.[C:28]([C:30]1[CH:35]=[CH:34][CH:33]=[CH:32][C:31]=1[C:36]1[CH:41]=[CH:40][C:39]([CH2:42][CH:43]([C:49](=O)[CH2:50][CH2:51][CH3:52])[C:44](OCC)=[O:45])=[CH:38][C:37]=1[CH3:54])#[N:29].C(OCC)(=O)C. The catalyst is CCN(C1C=CC=CC=1)CC.O. The product is [O:4]1[C:5]2([CH2:6][CH2:7][CH:8]([N:11]3[C:44](=[O:45])[C:43]([CH2:42][C:39]4[CH:40]=[CH:41][C:36]([C:31]5[C:30]([C:28]#[N:29])=[CH:35][CH:34]=[CH:33][CH:32]=5)=[C:37]([CH3:54])[CH:38]=4)=[C:49]([CH2:50][CH2:51][CH3:52])[N:16]4[N:15]=[CH:14][CH:13]=[C:12]34)[CH2:9][CH2:10]2)[O:1][CH2:2][CH2:3]1. The yield is 0.740. (5) The reactants are [CH3:1][C:2]1[N:6]([CH3:7])[C:5]2[CH:8]=[C:9]([C:22]([OH:24])=O)[C:10]3[CH2:11][CH2:12][CH:13]([C:16]4[CH:21]=[CH:20][CH:19]=[CH:18][CH:17]=4)[O:14][C:15]=3[C:4]=2[N:3]=1.F[B-](F)(F)F.[N:30]1(OC(N(C)C)=[N+](C)C)[C:34]2C=CC=[CH:38][C:33]=2N=N1.C(N(CC)CC)C.C(N)CC. The catalyst is CN(C)C=O.O. The product is [CH2:34]([NH:30][C:22]([C:9]1[C:10]2[CH2:11][CH2:12][CH:13]([C:16]3[CH:17]=[CH:18][CH:19]=[CH:20][CH:21]=3)[O:14][C:15]=2[C:4]2[N:3]=[C:2]([CH3:1])[N:6]([CH3:7])[C:5]=2[CH:8]=1)=[O:24])[CH2:33][CH3:38]. The yield is 0.460. (6) The reactants are [F:1][C:2]([F:7])([F:6])[C:3](O)=[O:4].[NH2:8][CH2:9][C:10]1[N:15]=[C:14]([C:16]2[S:17][C:18]3[CH:26]=[CH:25][CH:24]=[CH:23][C:19]=3[C:20](=[O:22])[N:21]=2)[CH:13]=[CH:12][CH:11]=1.CS(Cl)(=O)=O. The catalyst is N1C=CC=CC=1. The product is [F:1][C:2]([F:7])([F:6])[C:3]([NH:8][CH2:9][C:10]1[CH:11]=[CH:12][CH:13]=[C:14]([C:16]2[S:17][C:18]3[CH:26]=[CH:25][CH:24]=[CH:23][C:19]=3[C:20](=[O:22])[N:21]=2)[N:15]=1)=[O:4]. The yield is 0.680. (7) The reactants are [CH2:1]([N:8]1[C:16]2[C:11](=[CH:12][CH:13]=[C:14]([OH:17])[CH:15]=2)[C:10]([C:18]([NH:20][CH2:21][C:22]2[CH:27]=[CH:26][C:25]([F:28])=[C:24]([F:29])[CH:23]=2)=[O:19])=[C:9]1[CH:30]([CH3:32])[CH3:31])[C:2]1[CH:7]=[CH:6][CH:5]=[CH:4][CH:3]=1.C([O-])([O-])=O.[K+].[K+].Cl.[CH3:40][N:41]([CH3:45])[CH2:42][CH2:43]Cl. The catalyst is CN(C=O)C. The product is [CH2:1]([N:8]1[C:16]2[C:11](=[CH:12][CH:13]=[C:14]([O:17][CH2:43][CH2:42][N:41]([CH3:45])[CH3:40])[CH:15]=2)[C:10]([C:18]([NH:20][CH2:21][C:22]2[CH:27]=[CH:26][C:25]([F:28])=[C:24]([F:29])[CH:23]=2)=[O:19])=[C:9]1[CH:30]([CH3:32])[CH3:31])[C:2]1[CH:7]=[CH:6][CH:5]=[CH:4][CH:3]=1. The yield is 0.530.